Dataset: Catalyst prediction with 721,799 reactions and 888 catalyst types from USPTO. Task: Predict which catalyst facilitates the given reaction. Reactant: Cl.[NH2:2][C@@H:3]1[CH2:7][CH2:6][N:5]([C:8]2[CH:13]=[CH:12][C:11]([N:14]3[CH2:18][C@H:17]([CH2:19][N:20]4[CH:24]=[CH:23][N:22]=[N:21]4)[O:16][C:15]3=[O:25])=[CH:10][C:9]=2[F:26])[CH2:4]1.C(N(C(C)C)CC)(C)C.[C:36](=O)([O:46]C1C=CC([N+]([O-])=O)=CC=1)[O:37][CH2:38][C@@H:39]1[CH2:43][O:42][C:41]([CH3:45])([CH3:44])[O:40]1. Product: [CH3:44][C:41]1([CH3:45])[O:40][C@H:39]([CH2:38][O:37][C:36]([NH:2][C@@H:3]2[CH2:7][CH2:6][N:5]([C:8]3[CH:13]=[CH:12][C:11]([N:14]4[CH2:18][C@H:17]([CH2:19][N:20]5[CH:24]=[CH:23][N:22]=[N:21]5)[O:16][C:15]4=[O:25])=[CH:10][C:9]=3[F:26])[CH2:4]2)=[O:46])[CH2:43][O:42]1. The catalyst class is: 217.